Dataset: Reaction yield outcomes from USPTO patents with 853,638 reactions. Task: Predict the reaction yield, written as a fraction of the theoretical maximum amount of product (1.0 means a 100% yield; for example, 0.34 means a 34% yield). (1) The reactants are [OH-].[Na+].[Cl:3][C:4]1[CH:5]=[CH:6][C:7]2[N:13]([CH2:14][C:15]([CH3:18])([CH3:17])[CH3:16])[C:12](=[O:19])[C@@H:11]([CH2:20][C:21]3[N:25]=[C:24]([S:26][CH2:27][C:28]([O:30]CC)=[O:29])[S:23][N:22]=3)[O:10][C@H:9]([C:33]3[CH:38]=[CH:37][CH:36]=[C:35]([O:39][CH3:40])[C:34]=3[O:41][CH3:42])[C:8]=2[CH:43]=1. The catalyst is C(O)C.C1COCC1. The product is [Cl:3][C:4]1[CH:5]=[CH:6][C:7]2[N:13]([CH2:14][C:15]([CH3:17])([CH3:16])[CH3:18])[C:12](=[O:19])[C@@H:11]([CH2:20][C:21]3[N:25]=[C:24]([S:26][CH2:27][C:28]([OH:30])=[O:29])[S:23][N:22]=3)[O:10][C@H:9]([C:33]3[CH:38]=[CH:37][CH:36]=[C:35]([O:39][CH3:40])[C:34]=3[O:41][CH3:42])[C:8]=2[CH:43]=1. The yield is 0.820. (2) The reactants are [OH:1][C@@H:2]1[CH2:7][NH:6][C@H:5]([C:8]([O:10][C:11]([CH3:14])([CH3:13])[CH3:12])=[O:9])[CH2:4][CH2:3]1.C(N(CC)CC)C.[F:22][C:23]([F:34])([F:33])[C:24](O[C:24](=[O:25])[C:23]([F:34])([F:33])[F:22])=[O:25].O. The catalyst is O1CCCC1. The product is [OH:1][C@@H:2]1[CH2:7][N:6]([C:24](=[O:25])[C:23]([F:34])([F:33])[F:22])[C@H:5]([C:8]([O:10][C:11]([CH3:14])([CH3:13])[CH3:12])=[O:9])[CH2:4][CH2:3]1. The yield is 0.870. (3) The reactants are [C:1]([O:5][C:6]([N:8]1[CH2:13][CH2:12][CH:11]([CH2:14][O:15][C:16]2[CH:21]=[CH:20][CH:19]=[CH:18][C:17]=2[NH2:22])[CH2:10][CH2:9]1)=[O:7])([CH3:4])([CH3:3])[CH3:2].[CH3:23][N:24]=[C:25]=[O:26].O.N.C(OCC)(=O)C. The catalyst is O1CCCC1. The product is [C:1]([O:5][C:6]([N:8]1[CH2:9][CH2:10][CH:11]([CH2:14][O:15][C:16]2[CH:21]=[CH:20][CH:19]=[CH:18][C:17]=2[NH:22][C:25]([NH:24][CH3:23])=[O:26])[CH2:12][CH2:13]1)=[O:7])([CH3:4])([CH3:2])[CH3:3]. The yield is 0.990. (4) The reactants are [CH3:1][O:2][C:3]1[CH:32]=[CH:31][C:6]([CH2:7][N:8]([CH2:22][C:23]2[CH:28]=[CH:27][C:26]([O:29][CH3:30])=[CH:25][CH:24]=2)[C:9]2[C:10]3[CH:18]=[N:17][CH:16]=[C:15]([C:19]([OH:21])=O)[C:11]=3[N:12]=[CH:13][N:14]=2)=[CH:5][CH:4]=1.C(Cl)(=O)C(Cl)=O.[NH2:39][C:40]1[C:41]([F:54])=[C:42]([NH:47][S:48]([CH2:51][CH2:52][CH3:53])(=[O:50])=[O:49])[CH:43]=[CH:44][C:45]=1[F:46]. The catalyst is C(Cl)Cl. The product is [CH3:1][O:2][C:3]1[CH:4]=[CH:5][C:6]([CH2:7][N:8]([CH2:22][C:23]2[CH:28]=[CH:27][C:26]([O:29][CH3:30])=[CH:25][CH:24]=2)[C:9]2[C:10]3[CH:18]=[N:17][CH:16]=[C:15]([C:19]([NH:39][C:40]4[C:45]([F:46])=[CH:44][CH:43]=[C:42]([NH:47][S:48]([CH2:51][CH2:52][CH3:53])(=[O:50])=[O:49])[C:41]=4[F:54])=[O:21])[C:11]=3[N:12]=[CH:13][N:14]=2)=[CH:31][CH:32]=1. The yield is 0.720. (5) The reactants are [CH2:1]([C:3]([C:12]1[CH:25]=[CH:24][C:15]([O:16][CH2:17][CH:18]([OH:23])[C:19]([CH3:22])([CH3:21])[CH3:20])=[C:14]([CH3:26])[CH:13]=1)([C:6]1[S:7][CH:8]=[C:9]([CH3:11])[CH:10]=1)[CH2:4][CH3:5])[CH3:2].CC1C=CC=C(C)N=1.FC(F)(F)S(O[Si:41]([C:44]([CH3:47])([CH3:46])[CH3:45])([CH3:43])[CH3:42])(=O)=O. The catalyst is ClCCl. The product is [CH2:1]([C:3]([C:12]1[CH:25]=[CH:24][C:15]([O:16][CH2:17][CH:18]([O:23][Si:41]([C:44]([CH3:47])([CH3:46])[CH3:45])([CH3:43])[CH3:42])[C:19]([CH3:21])([CH3:20])[CH3:22])=[C:14]([CH3:26])[CH:13]=1)([C:6]1[S:7][CH:8]=[C:9]([CH3:11])[CH:10]=1)[CH2:4][CH3:5])[CH3:2]. The yield is 0.970.